Regression. Given two drug SMILES strings and cell line genomic features, predict the synergy score measuring deviation from expected non-interaction effect. From a dataset of NCI-60 drug combinations with 297,098 pairs across 59 cell lines. (1) Drug 1: CCC(=C(C1=CC=CC=C1)C2=CC=C(C=C2)OCCN(C)C)C3=CC=CC=C3.C(C(=O)O)C(CC(=O)O)(C(=O)O)O. Drug 2: CCC1(C2=C(COC1=O)C(=O)N3CC4=CC5=C(C=CC(=C5CN(C)C)O)N=C4C3=C2)O.Cl. Cell line: UO-31. Synergy scores: CSS=10.6, Synergy_ZIP=-5.46, Synergy_Bliss=4.49, Synergy_Loewe=-25.8, Synergy_HSA=1.95. (2) Drug 1: CC12CCC(CC1=CCC3C2CCC4(C3CC=C4C5=CN=CC=C5)C)O. Drug 2: CN(C)C1=NC(=NC(=N1)N(C)C)N(C)C. Cell line: RXF 393. Synergy scores: CSS=18.8, Synergy_ZIP=3.21, Synergy_Bliss=9.35, Synergy_Loewe=-23.8, Synergy_HSA=6.33. (3) Drug 1: C1=NC2=C(N1)C(=S)N=C(N2)N. Drug 2: CC1=C2C(C(=O)C3(C(CC4C(C3C(C(C2(C)C)(CC1OC(=O)C(C(C5=CC=CC=C5)NC(=O)C6=CC=CC=C6)O)O)OC(=O)C7=CC=CC=C7)(CO4)OC(=O)C)O)C)OC(=O)C. Cell line: CAKI-1. Synergy scores: CSS=57.0, Synergy_ZIP=-6.06, Synergy_Bliss=-4.67, Synergy_Loewe=-8.71, Synergy_HSA=0.557. (4) Drug 1: CCCS(=O)(=O)NC1=C(C(=C(C=C1)F)C(=O)C2=CNC3=C2C=C(C=N3)C4=CC=C(C=C4)Cl)F. Drug 2: C1C(C(OC1N2C=NC(=NC2=O)N)CO)O. Cell line: HS 578T. Synergy scores: CSS=2.47, Synergy_ZIP=2.05, Synergy_Bliss=7.98, Synergy_Loewe=-1.51, Synergy_HSA=1.60. (5) Drug 1: C1C(C(OC1N2C=C(C(=O)NC2=O)F)CO)O. Drug 2: C1=NC2=C(N1)C(=S)N=CN2. Cell line: K-562. Synergy scores: CSS=33.4, Synergy_ZIP=3.16, Synergy_Bliss=8.41, Synergy_Loewe=-0.613, Synergy_HSA=4.61.